From a dataset of CYP2D6 inhibition data for predicting drug metabolism from PubChem BioAssay. Regression/Classification. Given a drug SMILES string, predict its absorption, distribution, metabolism, or excretion properties. Task type varies by dataset: regression for continuous measurements (e.g., permeability, clearance, half-life) or binary classification for categorical outcomes (e.g., BBB penetration, CYP inhibition). Dataset: cyp2d6_veith. The compound is O=C1[C@@H]2CC[C@@H]3/C(=N\OCc4ccccc4)C[C@@H](O)[C@@H](O)[C@@H]3[C@H]2C(=O)N1c1ccc(F)cc1F. The result is 0 (non-inhibitor).